Dataset: Forward reaction prediction with 1.9M reactions from USPTO patents (1976-2016). Task: Predict the product of the given reaction. (1) Given the reactants Cl.[CH3:2][N:3]([CH3:10])[CH2:4]/[CH:5]=[CH:6]/[C:7](O)=[O:8].C(Cl)(C(Cl)=O)=O.NC1[N:26]=[CH:25][N:24]=[C:23]2C=1[N:20]([C:36]1[CH:41]=[CH:40][C:39]([O:42][C:43]3[CH:48]=[CH:47][CH:46]=[CH:45][CH:44]=3)=[CH:38][CH:37]=1)[C:21](=[O:35])[N:22]2[C:27]1[CH:32]=[CH:31][CH:30]=[C:29]([NH:33][CH3:34])[CH:28]=1.[C:49](#[N:51])[CH3:50], predict the reaction product. The product is: [NH2:51][C:49]1[N:26]=[CH:25][N:24]=[C:23]2[C:50]=1[N:20]([C:36]1[CH:41]=[CH:40][C:39]([O:42][C:43]3[CH:48]=[CH:47][CH:46]=[CH:45][CH:44]=3)=[CH:38][CH:37]=1)[C:21](=[O:35])[N:22]2[C:27]1[CH:28]=[C:29]([N:33]([CH3:34])[C:7](=[O:8])/[CH:6]=[CH:5]/[CH2:4][N:3]([CH3:10])[CH3:2])[CH:30]=[CH:31][CH:32]=1. (2) Given the reactants C([O:8][C:9]([C:11]1[N:12]=[C:13]([CH:16]([CH2:22][C:23]2[CH:28]=[CH:27][C:26]([O:29][CH2:30][CH2:31][C:32]3[CH:37]=[CH:36][CH:35]=[C:34]([NH:38][CH3:39])[N:33]=3)=[CH:25][CH:24]=2)[CH2:17][C:18]([O:20]C)=[O:19])[O:14][CH:15]=1)=[O:10])C1C=CC=CC=1.[Li+].[OH-].Cl, predict the reaction product. The product is: [C:9]([C:11]1[N:12]=[C:13]([CH:16]([CH2:22][C:23]2[CH:28]=[CH:27][C:26]([O:29][CH2:30][CH2:31][C:32]3[CH:37]=[CH:36][CH:35]=[C:34]([NH:38][CH3:39])[N:33]=3)=[CH:25][CH:24]=2)[CH2:17][C:18]([OH:20])=[O:19])[O:14][CH:15]=1)([OH:10])=[O:8]. (3) Given the reactants [C:1]1([C:7]2[CH:12]=[CH:11][C:10]([OH:13])=[CH:9][CH:8]=2)[CH:6]=[CH:5][CH:4]=[CH:3][CH:2]=1.[CH:14]([N:27]1[CH2:30][CH:29](O)[CH2:28]1)([C:21]1[CH:26]=[CH:25][CH:24]=[CH:23][CH:22]=1)[C:15]1[CH:20]=[CH:19][CH:18]=[CH:17][CH:16]=1.C1(P(C2C=CC=CC=2)C2C=CC=CC=2)C=CC=CC=1.N(C(OC(C)C)=O)=NC(OC(C)C)=O, predict the reaction product. The product is: [CH:14]([N:27]1[CH2:30][CH:29]([O:13][C:10]2[CH:9]=[CH:8][C:7]([C:1]3[CH:2]=[CH:3][CH:4]=[CH:5][CH:6]=3)=[CH:12][CH:11]=2)[CH2:28]1)([C:21]1[CH:22]=[CH:23][CH:24]=[CH:25][CH:26]=1)[C:15]1[CH:16]=[CH:17][CH:18]=[CH:19][CH:20]=1. (4) Given the reactants C(OC([NH:11][C@@H:12]1[CH2:17][CH2:16][N:15]([CH2:18][CH2:19][N:20]2[C:29]3[C:24](=[C:25]([F:31])[CH:26]=[C:27]([F:30])[CH:28]=3)[CH:23]=[CH:22][C:21]2=[O:32])[CH2:14][C@@H:13]1[C:33]([O:35][CH3:36])=[O:34])=O)C1C=CC=CC=1, predict the reaction product. The product is: [NH2:11][C@@H:12]1[CH2:17][CH2:16][N:15]([CH2:18][CH2:19][N:20]2[C:29]3[C:24](=[C:25]([F:31])[CH:26]=[C:27]([F:30])[CH:28]=3)[CH:23]=[CH:22][C:21]2=[O:32])[CH2:14][C@@H:13]1[C:33]([O:35][CH3:36])=[O:34]. (5) Given the reactants O[C:2]1([C:7]2[CH:12]=[CH:11][CH:10]=[CH:9][CH:8]=2)[CH2:6][CH2:5][CH2:4][CH2:3]1, predict the reaction product. The product is: [C:7]1([C:2]2[CH2:6][CH2:5][CH2:4][CH:3]=2)[CH:12]=[CH:11][CH:10]=[CH:9][CH:8]=1. (6) Given the reactants Br[C:2]1[N:7]=[CH:6][C:5]([C:8]([N:10]2[CH2:15][CH2:14][CH:13]([O:16][C:17]3[CH:22]=[CH:21][C:20]([CH3:23])=[CH:19][CH:18]=3)[CH2:12][CH2:11]2)=[O:9])=[CH:4][CH:3]=1.[CH3:24][C@@H:25]1[CH2:29][O:28][C:27](=[O:30])[NH:26]1, predict the reaction product. The product is: [CH3:24][C@@H:25]1[CH2:29][O:28][C:27](=[O:30])[N:26]1[C:2]1[CH:3]=[CH:4][C:5]([C:8]([N:10]2[CH2:15][CH2:14][CH:13]([O:16][C:17]3[CH:22]=[CH:21][C:20]([CH3:23])=[CH:19][CH:18]=3)[CH2:12][CH2:11]2)=[O:9])=[CH:6][N:7]=1.